This data is from Experimentally validated miRNA-target interactions with 360,000+ pairs, plus equal number of negative samples. The task is: Binary Classification. Given a miRNA mature sequence and a target amino acid sequence, predict their likelihood of interaction. The miRNA is hsa-miR-6797-5p with sequence AGGAGGGAAGGGGCUGAGAACAGGA. The protein sequence of the target gene is MNQSIPVAPTPPRRVRLKPWLVAQVNSCQYPGLQWVNGEKKLFCIPWRHATRHGPSQDGDNTIFKAWAKETGKYTEGVDEADPAKWKANLRCALNKSRDFRLIYDGPRDMPPQPYKIYEVCSNGPAPTDSQPPEDYSFGAGEEEEEEEELQRMLPSLSLTEDVKWPPTLQPPTLRPPTLQPPTLQPPVVLGPPAPDPSPLAPPPGNPAGFRELLSEVLEPGPLPASLPPAGEQLLPDLLISPHMLPLTDLEIKFQYRGRPPRALTISNPHGCRLFYSQLEATQEQVELFGPISLEQVRFP.... Result: 0 (no interaction).